From a dataset of Full USPTO retrosynthesis dataset with 1.9M reactions from patents (1976-2016). Predict the reactants needed to synthesize the given product. (1) Given the product [Br:1][C:2]1[CH:9]=[CH:8][C:5]([CH2:6][OH:7])=[C:4]([CH3:10])[CH:3]=1, predict the reactants needed to synthesize it. The reactants are: [Br:1][C:2]1[CH:9]=[CH:8][C:5]([CH:6]=[O:7])=[C:4]([CH3:10])[CH:3]=1.[H-].C([Al+]CC(C)C)C(C)C.[Cl-].[NH4+]. (2) Given the product [CH2:15]([O:14][C:13]1[C:8]([C:6]([OH:7])=[O:5])=[N:9][C:10]([CH2:23][C:24]2([C:29]3[CH:30]=[CH:31][C:32]([Cl:35])=[CH:33][CH:34]=3)[CH2:25][CH2:26][CH2:27][CH2:28]2)=[N:11][C:12]=1[OH:22])[C:16]1[CH:21]=[CH:20][CH:19]=[CH:18][CH:17]=1, predict the reactants needed to synthesize it. The reactants are: C([O:5][C:6]([C:8]1[C:13]([O:14][CH2:15][C:16]2[CH:21]=[CH:20][CH:19]=[CH:18][CH:17]=2)=[C:12]([OH:22])[N:11]=[C:10]([CH2:23][C:24]2([C:29]3[CH:34]=[CH:33][C:32]([Cl:35])=[CH:31][CH:30]=3)[CH2:28][CH2:27][CH2:26][CH2:25]2)[N:9]=1)=[O:7])(C)(C)C.O[Li].O.